Dataset: Catalyst prediction with 721,799 reactions and 888 catalyst types from USPTO. Task: Predict which catalyst facilitates the given reaction. (1) Reactant: [C:1]([C@@H:3]([NH:20][C:21]([C:23]1([NH:29]C(=O)OC(C)(C)C)[CH2:28][CH2:27][O:26][CH2:25][CH2:24]1)=[O:22])[CH2:4][C:5]1[CH:10]=[CH:9][C:8]([C:11]2[CH:16]=[CH:15][C:14]([F:17])=[C:13]([C:18]#[N:19])[CH:12]=2)=[CH:7][CH:6]=1)#[N:2]. Product: [NH2:29][C:23]1([C:21]([NH:20][C@H:3]([C:1]#[N:2])[CH2:4][C:5]2[CH:6]=[CH:7][C:8]([C:11]3[CH:16]=[CH:15][C:14]([F:17])=[C:13]([C:18]#[N:19])[CH:12]=3)=[CH:9][CH:10]=2)=[O:22])[CH2:28][CH2:27][O:26][CH2:25][CH2:24]1. The catalyst class is: 106. (2) Reactant: C[O:2][C:3]([C:5]1[S:9][C:8]2[CH2:10][CH:11]([CH3:14])[CH2:12][CH2:13][C:7]=2[CH:6]=1)=[O:4].[Li+].[OH-].Cl. Product: [CH3:14][CH:11]1[CH2:10][C:8]2[S:9][C:5]([C:3]([OH:4])=[O:2])=[CH:6][C:7]=2[CH2:13][CH2:12]1. The catalyst class is: 36. (3) Reactant: C(=O)([O-])[O-].[K+].[K+].[Cl:7][C:8]1[CH:9]=[C:10](B(O)O)[CH:11]=[CH:12][C:13]=1[Cl:14].[Cl:18][C:19]1[CH:24]=[C:23](Cl)[N:22]=[CH:21][N:20]=1. Product: [Cl:18][C:19]1[CH:24]=[C:23]([C:10]2[CH:11]=[CH:12][C:13]([Cl:14])=[C:8]([Cl:7])[CH:9]=2)[N:22]=[CH:21][N:20]=1. The catalyst class is: 12. (4) Product: [Cl:32][C:29]1[CH:30]=[CH:31][C:26]([C:23]([C:20]2[N:19]([C:35]3[CH:40]=[CH:39][C:38]([F:41])=[CH:37][CH:36]=3)[C:18]([S:17][CH2:16][C:15]3[C:14]([F:45])=[CH:13][C:12]([O:11][CH2:10][CH2:9][OH:8])=[CH:43][C:42]=3[F:44])=[N:22][CH:21]=2)([CH3:25])[CH3:24])=[CH:27][C:28]=1[O:33][CH3:34]. Reactant: [Si]([O:8][CH2:9][CH2:10][O:11][C:12]1[CH:43]=[C:42]([F:44])[C:15]([CH2:16][S:17][C:18]2[N:19]([C:35]3[CH:40]=[CH:39][C:38]([F:41])=[CH:37][CH:36]=3)[C:20]([C:23]([C:26]3[CH:31]=[CH:30][C:29]([Cl:32])=[C:28]([O:33][CH3:34])[CH:27]=3)([CH3:25])[CH3:24])=[CH:21][N:22]=2)=[C:14]([F:45])[CH:13]=1)(C(C)(C)C)(C)C. The catalyst class is: 23. (5) Reactant: [CH2:1]([Li])CCC.[Si:6]([O:13][CH2:14][CH:15]([CH2:18][CH3:19])[CH:16]=O)([C:9]([CH3:12])([CH3:11])[CH3:10])([CH3:8])[CH3:7]. Product: [C:9]([Si:6]([O:13][CH2:14][CH:15]([CH2:18][CH3:19])[CH:16]=[CH2:1])([CH3:8])[CH3:7])([CH3:12])([CH3:11])[CH3:10]. The catalyst class is: 597. (6) Reactant: [Br:1][C:2]1[CH:7]=[CH:6][C:5]([CH2:8]Br)=[CH:4][C:3]=1[O:10][C:11]([F:14])([F:13])[F:12].[C-:15]#[N:16].[K+].C(=O)(O)[O-].[Na+]. Product: [Br:1][C:2]1[CH:7]=[CH:6][C:5]([CH2:8][C:15]#[N:16])=[CH:4][C:3]=1[O:10][C:11]([F:14])([F:13])[F:12]. The catalyst class is: 88. (7) Reactant: CON(C)[C:4]([CH:6]1[CH2:8][CH:7]1[C:9]1[CH:14]=[CH:13][CH:12]=[C:11]([F:15])[CH:10]=1)=[O:5].[OH2:17].[OH-].[Na+]. Product: [F:15][C:11]1[CH:10]=[C:9]([CH:7]2[CH2:8][CH:6]2[C:4]([OH:17])=[O:5])[CH:14]=[CH:13][CH:12]=1. The catalyst class is: 5. (8) Reactant: [F:1][C:2]1[C:10]([F:11])=[CH:9][C:8]([S:12](Cl)(=[O:14])=[O:13])=[CH:7][C:3]=1[C:4]([OH:6])=[O:5].[OH-].[Na+].[CH2:18]([NH2:20])[CH3:19].Cl. Product: [CH2:18]([NH:20][S:12]([C:8]1[CH:9]=[C:10]([F:11])[C:2]([F:1])=[C:3]([CH:7]=1)[C:4]([OH:6])=[O:5])(=[O:14])=[O:13])[CH3:19]. The catalyst class is: 1. (9) Reactant: [C:1]([Si:5]([CH3:14])([CH3:13])[O:6][C@H:7]1[CH2:11][CH2:10][C@@H:9](O)[CH2:8]1)([CH3:4])([CH3:3])[CH3:2].C1(P(C2C=CC=CC=2)C2C=CC=CC=2)C=CC=CC=1.N(C(OCC)=O)=NC(OCC)=O.C1(P([N:60]=[N+:61]=[N-:62])(C2C=CC=CC=2)=O)C=CC=CC=1. Product: [N:60]([C@H:9]1[CH2:10][CH2:11][C@H:7]([O:6][Si:5]([C:1]([CH3:4])([CH3:3])[CH3:2])([CH3:14])[CH3:13])[CH2:8]1)=[N+:61]=[N-:62]. The catalyst class is: 7.